Task: Predict the reaction yield, written as a fraction of the theoretical maximum amount of product (1.0 means a 100% yield; for example, 0.34 means a 34% yield).. Dataset: Reaction yield outcomes from USPTO patents with 853,638 reactions (1) The product is [N:1]1[C:6]2[NH:7][CH:8]=[CH:9][C:5]=2[CH:4]=[C:3]([CH2:10][CH2:11][CH2:12][CH2:13][N:14]2[CH:18]=[C:17]([C:19]([OH:21])=[O:20])[N:16]=[N:15]2)[N:2]=1. The yield is 0.800. The reactants are [N:1]1[C:6]2[NH:7][CH:8]=[CH:9][C:5]=2[CH:4]=[C:3]([CH2:10][CH2:11][CH2:12][CH2:13][N:14]2[CH:18]=[C:17]([C:19]([O:21]C)=[O:20])[N:16]=[N:15]2)[N:2]=1.[Li+].[OH-]. The catalyst is C1COCC1.O. (2) The reactants are [H-].[Na+].[CH3:3][C:4]1[CH:9]=[C:8]([CH3:10])[CH:7]=[C:6]([CH3:11])[C:5]=1[OH:12].[Cl:13][C:14]1[N:15]=[C:16](Cl)[C:17]2[S:22][CH:21]=[C:20]([CH3:23])[C:18]=2[N:19]=1. The catalyst is C1COCC1.O. The product is [Cl:13][C:14]1[N:15]=[C:16]([O:12][C:5]2[C:6]([CH3:11])=[CH:7][C:8]([CH3:10])=[CH:9][C:4]=2[CH3:3])[C:17]2[S:22][CH:21]=[C:20]([CH3:23])[C:18]=2[N:19]=1. The yield is 0.900. (3) The reactants are [Cl:1][C:2]1[CH:11]=[CH:10][CH:9]=[C:8]2[C:3]=1[C:4](=[O:21])[N:5]([C:14]1[CH:19]=[CH:18][CH:17]=[CH:16][C:15]=1[F:20])[C:6]([CH2:12]Cl)=[N:7]2.O.[SH:23][C:24]1[N:32]=[CH:31][N:30]=[C:29]2[C:25]=1[NH:26][CH:27]=[N:28]2.C([O-])([O-])=O.[K+].[K+]. The catalyst is CN(C=O)C. The product is [Cl:1][C:2]1[CH:11]=[CH:10][CH:9]=[C:8]2[C:3]=1[C:4](=[O:21])[N:5]([C:14]1[CH:19]=[CH:18][CH:17]=[CH:16][C:15]=1[F:20])[C:6]([CH2:12][S:23][C:24]1[N:32]=[CH:31][N:30]=[C:29]3[C:25]=1[N:26]=[CH:27][NH:28]3)=[N:7]2. The yield is 0.840. (4) The reactants are [AlH4-].[Li+].[NH2:3][C@H:4]1[C:12]2[C:7](=[CH:8][CH:9]=[CH:10][CH:11]=2)[CH2:6][C@H:5]1[C:13]([N:15]([CH3:17])[CH3:16])=O. The catalyst is C1COCC1. The product is [CH3:17][N:15]([CH2:13][C@@H:5]1[CH2:6][C:7]2[C:12](=[CH:11][CH:10]=[CH:9][CH:8]=2)[C@@H:4]1[NH2:3])[CH3:16]. The yield is 0.950. (5) The reactants are [S:1]1[CH:5]=[CH:4][CH:3]=[C:2]1[C:6]1[CH:10]=[CH:9][NH:8][N:7]=1.[H-].[Na+].I[CH:14]([CH2:16][CH3:17])[CH3:15].C(N1C=CC(C2SC=CC=2)=N1)(CC)C. The catalyst is CN(C)C=O.CC(OC)(C)C.O. The product is [CH:14]([N:7]1[C:6]([C:2]2[S:1][CH:5]=[CH:4][CH:3]=2)=[CH:10][CH:9]=[N:8]1)([CH2:16][CH3:17])[CH3:15]. The yield is 0.130. (6) The reactants are C1([N:7]2[C:12](=[O:13])[C:11]3[S:14][CH:15]=[C:16]([C:17]4[CH:22]=[CH:21][CH:20]=[CH:19][CH:18]=4)[C:10]=3[N:9]=[CH:8]2)C=CC=CC=1.N[C:24]1[C:28]([C:29]2[CH:34]=[CH:33][CH:32]=[CH:31][CH:30]=2)=CS[C:25]=1C(OC)=O.C(OCC)(OCC)OCC.NC1CC2C(C=1)=CC=CC=2. The catalyst is C(O)(=O)C. The product is [CH2:28]1[C:29]2[C:30](=[CH:31][CH:32]=[CH:33][CH:34]=2)[CH2:25][CH:24]1[N:7]1[C:12](=[O:13])[C:11]2[S:14][CH:15]=[C:16]([C:17]3[CH:18]=[CH:19][CH:20]=[CH:21][CH:22]=3)[C:10]=2[N:9]=[CH:8]1. The yield is 0.580. (7) The reactants are [N+:1]([C:4]1[N:9]=[CH:8][C:7]([N:10]2[CH2:15][CH2:14][N:13]([C:16]([O:18][C:19]([CH3:22])([CH3:21])[CH3:20])=[O:17])[CH2:12][CH2:11]2)=[CH:6][CH:5]=1)([O-])=O. The catalyst is [Pd].C(O)C. The product is [NH2:1][C:4]1[N:9]=[CH:8][C:7]([N:10]2[CH2:15][CH2:14][N:13]([C:16]([O:18][C:19]([CH3:22])([CH3:21])[CH3:20])=[O:17])[CH2:12][CH2:11]2)=[CH:6][CH:5]=1. The yield is 0.970.